Predict the product of the given reaction. From a dataset of Forward reaction prediction with 1.9M reactions from USPTO patents (1976-2016). (1) Given the reactants Br[C:2]1[C:11]2[C:6](=[CH:7][C:8]([O:14][CH3:15])=[C:9]([O:12][CH3:13])[CH:10]=2)[C:5](=[O:16])[N:4]([CH2:17][CH3:18])[CH:3]=1.[F:19][C:20]1[N:25]=[CH:24][C:23](B(O)O)=[CH:22][C:21]=1[CH3:29].C(=O)([O-])[O-].[Na+].[Na+].COCCOC, predict the reaction product. The product is: [CH2:17]([N:4]1[CH:3]=[C:2]([C:23]2[CH:24]=[N:25][C:20]([F:19])=[C:21]([CH3:29])[CH:22]=2)[C:11]2[C:6](=[CH:7][C:8]([O:14][CH3:15])=[C:9]([O:12][CH3:13])[CH:10]=2)[C:5]1=[O:16])[CH3:18]. (2) The product is: [C:3]1([C@H:7]([OH:10])[CH3:8])[CH:2]=[CH:1][CH:6]=[CH:5][CH:4]=1. Given the reactants [CH3:1][CH2:2][CH2:3][CH2:4][CH2:5][CH3:6].[CH:7]([OH:10])(C)[CH3:8], predict the reaction product.